From a dataset of Peptide-MHC class I binding affinity with 185,985 pairs from IEDB/IMGT. Regression. Given a peptide amino acid sequence and an MHC pseudo amino acid sequence, predict their binding affinity value. This is MHC class I binding data. (1) The peptide sequence is SSAYVFSVK. The MHC is HLA-A33:01 with pseudo-sequence HLA-A33:01. The binding affinity (normalized) is 0.520. (2) The MHC is Patr-B0101 with pseudo-sequence Patr-B0101. The peptide sequence is IARDQLEQAL. The binding affinity (normalized) is 0.0397. (3) The peptide sequence is EENLIDFAS. The MHC is HLA-A31:01 with pseudo-sequence HLA-A31:01. The binding affinity (normalized) is 0.0847. (4) The peptide sequence is SSVQLSNNKY. The MHC is HLA-A33:01 with pseudo-sequence HLA-A33:01. The binding affinity (normalized) is 0.148. (5) The peptide sequence is DMLGRAGGL. The MHC is HLA-E01:03 with pseudo-sequence HLA-E01:03. The binding affinity (normalized) is 0. (6) The peptide sequence is STRTYFNHEYF. The MHC is Mamu-A01 with pseudo-sequence Mamu-A01. The binding affinity (normalized) is 0.372.